From a dataset of Full USPTO retrosynthesis dataset with 1.9M reactions from patents (1976-2016). Predict the reactants needed to synthesize the given product. (1) Given the product [F:19][C:20]1[CH:27]=[CH:26][C:23]([CH2:24][NH:25][C:14]([C:3]2[N:4]=[C:5]3[N:11]([CH3:12])[C:10](=[O:13])[CH2:9][N:6]3[C:7](=[O:8])[C:2]=2[OH:1])=[O:16])=[CH:22][C:21]=1[CH3:28], predict the reactants needed to synthesize it. The reactants are: [OH:1][C:2]1[C:7](=[O:8])[N:6]2[CH2:9][C:10](=[O:13])[N:11]([CH3:12])[C:5]2=[N:4][C:3]=1[C:14]([O:16]CC)=O.[F:19][C:20]1[CH:27]=[CH:26][C:23]([CH2:24][NH2:25])=[CH:22][C:21]=1[CH3:28]. (2) Given the product [C:25]([C:2]1[C:11]2[O:10][CH:9]([CH2:12][NH2:13])[CH2:8][NH:7][C:6]=2[CH:5]=[CH:4][CH:3]=1)(=[O:26])[NH2:27], predict the reactants needed to synthesize it. The reactants are: F[C:2]1[C:11]2[O:10][CH:9]([CH2:12][NH2:13])[CH2:8][NH:7][C:6]=2[CH:5]=[CH:4][CH:3]=1.CN1C2C=CC=CC=2OC([C:25]([NH2:27])=[O:26])C1. (3) Given the product [NH2:22][C:19]1[C:20]2[CH2:21][N:14]([C:12]([O:11][C:7]([CH3:10])([CH3:9])[CH3:8])=[O:13])[CH2:15][C:16]=2[N:17]([C:1]([O:2][CH2:3][CH3:4])=[O:5])[N:18]=1, predict the reactants needed to synthesize it. The reactants are: [C:1](Cl)(=[O:5])[O:2][CH2:3][CH3:4].[C:7]([O:11][C:12]([N:14]1[CH2:21][C:20]2[C:19]([NH2:22])=[N:18][NH:17][C:16]=2[CH2:15]1)=[O:13])([CH3:10])([CH3:9])[CH3:8].C(N(C(C)C)CC)(C)C. (4) Given the product [CH2:19]([S:22][CH:6]1[CH2:7][CH2:8][N:9]([C:12]([O:14][C:15]([CH3:16])([CH3:17])[CH3:18])=[O:13])[CH2:10][CH2:11]1)[CH2:20][CH3:21], predict the reactants needed to synthesize it. The reactants are: CS(O[CH:6]1[CH2:11][CH2:10][N:9]([C:12]([O:14][C:15]([CH3:18])([CH3:17])[CH3:16])=[O:13])[CH2:8][CH2:7]1)(=O)=O.[CH2:19]([S-:22])[CH2:20][CH3:21].[Na+].O. (5) Given the product [Br:32][CH2:9][C:7]1[CH:8]=[C:3]([CH2:2][OH:1])[CH:4]=[C:5]([CH2:11][OH:12])[CH:6]=1, predict the reactants needed to synthesize it. The reactants are: [OH:1][CH2:2][C:3]1[CH:8]=[C:7]([CH2:9]O)[CH:6]=[C:5]([CH2:11][OH:12])[CH:4]=1.C1(P(C2C=CC=CC=2)C2C=CC=CC=2)C=CC=CC=1.[Br:32]C(Br)(Br)Br.C1(P(=O)(C2C=CC=CC=2)C2C=CC=CC=2)C=CC=CC=1. (6) Given the product [Cl:1][C:2]1[CH:3]=[N:4][CH:5]=[C:6]([CH:10]=1)[C:7]([NH:12][CH3:11])=[O:8], predict the reactants needed to synthesize it. The reactants are: [Cl:1][C:2]1[CH:3]=[N:4][CH:5]=[C:6]([CH:10]=1)[C:7](O)=[O:8].[CH3:11][N:12](C=O)C.O=S(Cl)Cl. (7) Given the product [NH:30]1[C:29]2[CH:31]=[CH:32][CH:33]=[CH:34][C:28]=2[N:27]=[C:26]1[C@@H:22]1[CH2:23][CH2:24][CH2:25][N:21]1[C:14]([C@H:13]([CH2:17][CH2:18][CH2:19][CH3:20])[CH2:12][N:9]([OH:8])[CH:10]=[O:11])=[O:15], predict the reactants needed to synthesize it. The reactants are: C([O:8][N:9]([CH2:12][C@@H:13]([CH2:17][CH2:18][CH2:19][CH3:20])[C:14](O)=[O:15])[CH:10]=[O:11])C1C=CC=CC=1.[NH:21]1[CH2:25][CH2:24][CH2:23][C@H:22]1[C:26]1[NH:30][C:29]2[CH:31]=[CH:32][CH:33]=[CH:34][C:28]=2[N:27]=1. (8) Given the product [Cl:14][C:8]1[CH:7]=[C:6]([CH2:5][S:2][CH3:1])[CH:11]=[C:10]([O:12][CH3:13])[N:9]=1, predict the reactants needed to synthesize it. The reactants are: [CH3:1][S-:2].[Na+].Br[CH2:5][C:6]1[CH:11]=[C:10]([O:12][CH3:13])[N:9]=[C:8]([Cl:14])[CH:7]=1.CCOC(C)=O. (9) Given the product [Si:1]([O:8][CH2:9][CH:10]([CH2:21][O:22][Si:23]([C:26]([CH3:29])([CH3:28])[CH3:27])([CH3:25])[CH3:24])[CH2:11][CH2:12][CH2:13][C:14]1[CH:19]=[CH:18][N:17]=[C:16]([C:34]#[N:35])[CH:15]=1)([C:4]([CH3:7])([CH3:6])[CH3:5])([CH3:3])[CH3:2], predict the reactants needed to synthesize it. The reactants are: [Si:1]([O:8][CH2:9][CH:10]([CH2:21][O:22][Si:23]([C:26]([CH3:29])([CH3:28])[CH3:27])([CH3:25])[CH3:24])[CH2:11][CH2:12][CH2:13][C:14]1[CH:19]=[CH:18][N+:17]([O-])=[CH:16][CH:15]=1)([C:4]([CH3:7])([CH3:6])[CH3:5])([CH3:3])[CH3:2].C[Si]([C:34]#[N:35])(C)C.CN(C)C(Cl)=O.C([O-])(O)=O.[Na+]. (10) Given the product [CH:1]([N:4]1[CH2:9][CH2:8][N:7]([C:10]([C:12]2[CH:13]=[C:14]3[C:18](=[CH:19][CH:20]=2)[NH:17][C:16]([C:21]([N:42]2[CH2:41][CH2:40][N:39]([S:36]([CH:34]([CH3:33])[CH3:35])(=[O:37])=[O:38])[CH2:44][CH2:43]2)=[O:22])=[CH:15]3)=[O:11])[CH2:6][CH2:5]1)([CH3:3])[CH3:2], predict the reactants needed to synthesize it. The reactants are: [CH:1]([N:4]1[CH2:9][CH2:8][N:7]([C:10]([C:12]2[CH:13]=[C:14]3[C:18](=[CH:19][CH:20]=2)[NH:17][C:16]([C:21](N2CCN(S(C)(=O)=O)CC2)=[O:22])=[CH:15]3)=[O:11])[CH2:6][CH2:5]1)([CH3:3])[CH3:2].[CH3:33][CH:34]([S:36]([N:39]1[CH2:44][CH2:43][NH:42][CH2:41][CH2:40]1)(=[O:38])=[O:37])[CH3:35].C(S(Cl)(=O)=O)(C)C.N1(C(OC(C)(C)C)=O)CCNCC1.